From a dataset of Reaction yield outcomes from USPTO patents with 853,638 reactions. Predict the reaction yield, written as a fraction of the theoretical maximum amount of product (1.0 means a 100% yield; for example, 0.34 means a 34% yield). (1) The reactants are Cl[C:2]1[N:3]=[CH:4][C:5]2[CH:10]=[C:9]([C:11]([N:13]([CH3:15])[CH3:14])=[O:12])[N:8]([CH:16]3[CH2:20][CH2:19][CH2:18][CH2:17]3)[C:6]=2[N:7]=1.[NH2:21][C:22]1[N:27]=[CH:26][C:25]([N:28]2[C:32](=[O:33])[CH2:31][C:30]3([CH2:39][CH:38]4[N:40]([C:41]([O:43][C:44]([CH3:47])([CH3:46])[CH3:45])=[O:42])[CH:35]([CH2:36][CH2:37]4)[CH2:34]3)[CH2:29]2)=[CH:24][CH:23]=1. No catalyst specified. The product is [CH:16]1([N:8]2[C:6]3[N:7]=[C:2]([NH:21][C:22]4[N:27]=[CH:26][C:25]([N:28]5[C:32](=[O:33])[CH2:31][C:30]6([CH2:34][CH:35]7[N:40]([C:41]([O:43][C:44]([CH3:47])([CH3:46])[CH3:45])=[O:42])[CH:38]([CH2:37][CH2:36]7)[CH2:39]6)[CH2:29]5)=[CH:24][CH:23]=4)[N:3]=[CH:4][C:5]=3[CH:10]=[C:9]2[C:11](=[O:12])[N:13]([CH3:15])[CH3:14])[CH2:20][CH2:19][CH2:18][CH2:17]1. The yield is 0.860. (2) The reactants are [H-].[Na+].[CH2:3]([O:10][C:11](=[O:27])[NH:12][C@H:13]1[CH2:18][CH2:17][C@H:16]([O:19][Si:20]([C:23]([CH3:26])([CH3:25])[CH3:24])([CH3:22])[CH3:21])[CH2:15][CH2:14]1)[C:4]1[CH:9]=[CH:8][CH:7]=[CH:6][CH:5]=1.I[CH3:29].[NH4+].[Cl-]. The catalyst is CN(C=O)C. The product is [CH2:3]([O:10][C:11](=[O:27])[N:12]([C@H:13]1[CH2:18][CH2:17][C@H:16]([O:19][Si:20]([C:23]([CH3:24])([CH3:26])[CH3:25])([CH3:21])[CH3:22])[CH2:15][CH2:14]1)[CH3:29])[C:4]1[CH:5]=[CH:6][CH:7]=[CH:8][CH:9]=1. The yield is 0.720.